From a dataset of Catalyst prediction with 721,799 reactions and 888 catalyst types from USPTO. Predict which catalyst facilitates the given reaction. Reactant: I[C:2]1[CH:7]=[CH:6][C:5]([CH3:8])=[CH:4][CH:3]=1.[C:9]([Si:11]([CH3:14])([CH3:13])[CH3:12])#[CH:10]. Product: [CH3:12][Si:11]([CH3:14])([CH3:13])[C:9]#[C:10][C:2]1[CH:7]=[CH:6][C:5]([CH3:8])=[CH:4][CH:3]=1. The catalyst class is: 654.